Dataset: Full USPTO retrosynthesis dataset with 1.9M reactions from patents (1976-2016). Task: Predict the reactants needed to synthesize the given product. (1) Given the product [N+:11]([C:8]1[CH:9]=[CH:10][C:5]([O:4][C:2](=[O:3])[NH:14][N:15]2[CH2:20][CH2:19][O:18][CH2:17][CH2:16]2)=[CH:6][CH:7]=1)([O-:13])=[O:12], predict the reactants needed to synthesize it. The reactants are: Cl[C:2]([O:4][C:5]1[CH:10]=[CH:9][C:8]([N+:11]([O-:13])=[O:12])=[CH:7][CH:6]=1)=[O:3].[NH2:14][N:15]1[CH2:20][CH2:19][O:18][CH2:17][CH2:16]1.C(N(CC)CC)C. (2) Given the product [C:31]([N:34]1[CH2:39][CH2:38][N:37]([CH2:2][CH2:3][CH2:4][O:5][C:6]2[C:14]3[C:9](=[N:10][CH:11]=[N:12][C:13]=3[NH:15][C:16]3[CH:21]=[CH:20][C:19]([O:22][CH2:23][C:24]4[CH:29]=[CH:28][CH:27]=[CH:26][N:25]=4)=[C:18]([Cl:30])[CH:17]=3)[NH:8][N:7]=2)[CH2:36][CH2:35]1)(=[O:33])[CH3:32], predict the reactants needed to synthesize it. The reactants are: Cl[CH2:2][CH2:3][CH2:4][O:5][C:6]1[C:14]2[C:9](=[N:10][CH:11]=[N:12][C:13]=2[NH:15][C:16]2[CH:21]=[CH:20][C:19]([O:22][CH2:23][C:24]3[CH:29]=[CH:28][CH:27]=[CH:26][N:25]=3)=[C:18]([Cl:30])[CH:17]=2)[NH:8][N:7]=1.[C:31]([N:34]1[CH2:39][CH2:38][NH:37][CH2:36][CH2:35]1)(=[O:33])[CH3:32]. (3) The reactants are: [Cl:1][C:2]1[CH:3]=[C:4]2[C:8](=[C:9]([NH:11][CH:12]3[CH2:16][CH2:15][CH2:14][CH2:13]3)[CH:10]=1)[NH:7][C:6]([C:17]1[S:18][CH2:19][C@@H:20]([CH2:22][C:23]([OH:25])=O)[N:21]=1)=[CH:5]2.[NH2:26][CH2:27][CH2:28][N:29]1[CH2:34][CH2:33][O:32][CH2:31][CH2:30]1. Given the product [Cl:1][C:2]1[CH:3]=[C:4]2[C:8](=[C:9]([NH:11][CH:12]3[CH2:16][CH2:15][CH2:14][CH2:13]3)[CH:10]=1)[NH:7][C:6]([C:17]1[S:18][CH2:19][C@@H:20]([CH2:22][C:23]([NH:26][CH2:27][CH2:28][N:29]3[CH2:34][CH2:33][O:32][CH2:31][CH2:30]3)=[O:25])[N:21]=1)=[CH:5]2, predict the reactants needed to synthesize it. (4) Given the product [O:25]1[CH:26]=[CH:27][C:23]([NH:22][S:19]([C:15]2[CH:14]=[C:13]3[C:18](=[CH:17][CH:16]=2)[N:9]([C:5]2[C:4]([O:29][CH3:30])=[CH:3][C:2]([C:34]4[CH:33]=[C:32]([F:31])[CH:37]=[C:36]([F:38])[CH:35]=4)=[C:7]([F:8])[CH:6]=2)[C:10](=[O:28])[CH:11]=[CH:12]3)(=[O:21])=[O:20])=[N:24]1, predict the reactants needed to synthesize it. The reactants are: Br[C:2]1[C:7]([F:8])=[CH:6][C:5]([N:9]2[C:18]3[C:13](=[CH:14][C:15]([S:19]([NH:22][C:23]4[CH:27]=[CH:26][O:25][N:24]=4)(=[O:21])=[O:20])=[CH:16][CH:17]=3)[CH:12]=[CH:11][C:10]2=[O:28])=[C:4]([O:29][CH3:30])[CH:3]=1.[F:31][C:32]1[CH:33]=[C:34](B(O)O)[CH:35]=[C:36]([F:38])[CH:37]=1.C(=O)([O-])[O-].[K+].[K+]. (5) The reactants are: [CH2:1]([NH2:4])[CH2:2][NH2:3].[C:5]([O:14][CH2:15][CH3:16])(=[O:13])/[CH:6]=[CH:7]\[C:8]([O:10]CC)=O. Given the product [O:10]=[C:8]1[NH:4][CH2:1][CH2:2][NH:3][CH:7]1[CH2:6][C:5]([O:14][CH2:15][CH3:16])=[O:13], predict the reactants needed to synthesize it. (6) Given the product [C:1]([NH:5][S:6]([C:9]1[CH:10]=[N:11][N:12]2[C:17]([NH:18][C:19]3[CH:24]=[C:23]([CH3:25])[CH:22]=[CH:21][C:20]=3[Cl:26])=[C:16]([C:27]([N:42]3[CH2:43][CH2:44][CH:39]([C:36]4[CH:35]=[CH:34][C:33]([F:32])=[CH:38][CH:37]=4)[CH2:40][CH2:41]3)=[O:28])[CH:15]=[N:14][C:13]=12)(=[O:8])=[O:7])([CH3:4])([CH3:2])[CH3:3], predict the reactants needed to synthesize it. The reactants are: [C:1]([NH:5][S:6]([C:9]1[CH:10]=[N:11][N:12]2[C:17]([NH:18][C:19]3[CH:24]=[C:23]([CH3:25])[CH:22]=[CH:21][C:20]=3[Cl:26])=[C:16]([C:27](OCC)=[O:28])[CH:15]=[N:14][C:13]=12)(=[O:8])=[O:7])([CH3:4])([CH3:3])[CH3:2].[F:32][C:33]1[CH:38]=[CH:37][C:36]([CH:39]2[CH2:44][CH2:43][NH:42][CH2:41][CH2:40]2)=[CH:35][CH:34]=1. (7) The reactants are: Cl[C:2]1[C:3](=[O:15])[N:4]([C@H:9]([CH:12]2[CH2:14][CH2:13]2)[CH2:10][CH3:11])[CH:5]=[C:6]([Cl:8])[N:7]=1.Cl.[CH3:17][O:18][C:19]1[CH:20]=[C:21]2[C:25](=[C:26]([CH3:28])[CH:27]=1)[NH:24][CH2:23][CH2:22]2. Given the product [Cl:8][C:6]1[N:7]=[C:2]([N:24]2[C:25]3[C:21](=[CH:20][C:19]([O:18][CH3:17])=[CH:27][C:26]=3[CH3:28])[CH2:22][CH2:23]2)[C:3](=[O:15])[N:4]([C@H:9]([CH:12]2[CH2:14][CH2:13]2)[CH2:10][CH3:11])[CH:5]=1, predict the reactants needed to synthesize it. (8) Given the product [Br:10][CH2:8][C:7]1[C:2]([Cl:1])=[N:3][CH:4]=[CH:5][CH:6]=1, predict the reactants needed to synthesize it. The reactants are: [Cl:1][C:2]1[C:7]([CH2:8]O)=[CH:6][CH:5]=[CH:4][N:3]=1.[Br:10]P(Br)Br. (9) Given the product [CH3:41][C:29]1[N:28]([CH2:27][C:24]2[CH:25]=[CH:26][C:21]([C:16]3[C:15]([C:13]([OH:14])=[O:12])=[CH:20][CH:19]=[CH:18][CH:17]=3)=[CH:22][CH:23]=2)[C:36]2[C:31]([C:30]=1[CH3:40])=[CH:32][C:33]([C:37](=[O:38])[NH:7][CH2:6][C:2]1[S:1][CH:5]=[CH:4][CH:3]=1)=[CH:34][CH:35]=2, predict the reactants needed to synthesize it. The reactants are: [S:1]1[CH:5]=[CH:4][CH:3]=[C:2]1[CH2:6][NH2:7].C([O:12][C:13]([C:15]1[CH:20]=[CH:19][CH:18]=[CH:17][C:16]=1[C:21]1[CH:26]=[CH:25][C:24]([CH2:27][N:28]2[C:36]3[C:31](=[CH:32][C:33]([C:37](O)=[O:38])=[CH:34][CH:35]=3)[C:30]([CH3:40])=[C:29]2[CH3:41])=[CH:23][CH:22]=1)=[O:14])(C)(C)C. (10) Given the product [CH3:24][O:25][C:26]1[CH:31]=[CH:30][C:29]([C@:15]2([CH3:16])[O:17][C@:4]([C:1](=[O:3])[CH3:2])([OH:5])[C@:6]([C:21](=[O:23])[CH3:22])([OH:7])[C@@:8]([C:18](=[O:20])[CH3:19])([OH:9])[C@@:10]2([C:12](=[O:13])[CH3:14])[OH:11])=[CH:28][CH:27]=1, predict the reactants needed to synthesize it. The reactants are: [C:1]([C:4]([C@@:6]([C:21](=[O:23])[CH3:22])([C@:8]([C:18](=[O:20])[CH3:19])([C@:10]([C:15](=[O:17])[CH3:16])([C@@H:12]([CH3:14])[OH:13])[OH:11])[OH:9])[OH:7])=[O:5])(=[O:3])[CH3:2].[CH3:24][O:25][C:26]1[CH:31]=[CH:30][C:29](O)=[CH:28][CH:27]=1.B(F)(F)F.CCOCC.